This data is from Reaction yield outcomes from USPTO patents with 853,638 reactions. The task is: Predict the reaction yield, written as a fraction of the theoretical maximum amount of product (1.0 means a 100% yield; for example, 0.34 means a 34% yield). (1) The reactants are [CH3:1][C:2]1([CH3:15])[CH2:14][C:5]2[S:6][C:7]([C:9]([O:11]CC)=[O:10])=[CH:8][C:4]=2[CH2:3]1.C1COCC1.[OH-].[Li+].Cl. The catalyst is C(O)C.O. The product is [CH3:1][C:2]1([CH3:15])[CH2:14][C:5]2[S:6][C:7]([C:9]([OH:11])=[O:10])=[CH:8][C:4]=2[CH2:3]1. The yield is 0.910. (2) The reactants are [CH2:1]([O:8][C:9]1[CH:10]=[C:11]([S:22][CH2:23][CH2:24][C:25](OC)=O)[CH:12]=[N:13][C:14]=1[NH:15][C:16]1[S:17][CH:18]=[C:19]([CH3:21])[N:20]=1)[C:2]1[CH:7]=[CH:6][CH:5]=[CH:4][CH:3]=1.CC([O-])(C)C.[K+].[ClH:35].[Cl:36][CH2:37][C:38]1[CH:39]=[N:40]C=CC=1.Cl. No catalyst specified. The product is [ClH:36].[ClH:35].[CH2:1]([O:8][C:9]1[C:14]([NH:15][C:16]2[S:17][CH:18]=[C:19]([CH3:21])[N:20]=2)=[N:13][CH:12]=[C:11]([S:22][CH2:23][C:24]2[CH:25]=[N:40][CH:39]=[CH:38][CH:37]=2)[CH:10]=1)[C:2]1[CH:7]=[CH:6][CH:5]=[CH:4][CH:3]=1. The yield is 0.532. (3) The reactants are [CH2:1]([N:4]([CH2:19][CH2:20][CH3:21])[CH2:5][CH2:6][CH2:7][CH2:8][NH:9][CH2:10][C:11]1[CH:18]=[CH:17][C:14]([C:15]#[N:16])=[CH:13][CH:12]=1)[CH2:2][CH3:3].[C:22]([C:24]1[CH:31]=[CH:30][C:27]([CH:28]=O)=[CH:26][CH:25]=1)#[N:23].C(O[BH-](OC(=O)C)OC(=O)C)(=O)C.[Na+].C(=O)(O)[O-].[Na+]. The catalyst is C(O)C. The product is [CH2:19]([N:4]([CH2:1][CH2:2][CH3:3])[CH2:5][CH2:6][CH2:7][CH2:8][N:9]([CH2:28][C:27]1[CH:30]=[CH:31][C:24]([C:22]#[N:23])=[CH:25][CH:26]=1)[CH2:10][C:11]1[CH:12]=[CH:13][C:14]([C:15]#[N:16])=[CH:17][CH:18]=1)[CH2:20][CH3:21]. The yield is 0.970. (4) The reactants are [O-]CC.[Na+].[Na].CN(C)[CH:8]=[C:9]([O:12][C:13]1[CH:18]=[CH:17][C:16]([O:19][CH3:20])=[CH:15][CH:14]=1)[CH:10]=O.[NH2:22][C:23]([NH2:25])=[O:24]. The catalyst is C(O)C.C(O)(=O)C.O. The product is [CH3:20][O:19][C:16]1[CH:17]=[CH:18][C:13]([O:12][C:9]2[CH:8]=[N:22][C:23]([OH:24])=[N:25][CH:10]=2)=[CH:14][CH:15]=1. The yield is 0.210.